Dataset: Reaction yield outcomes from USPTO patents with 853,638 reactions. Task: Predict the reaction yield, written as a fraction of the theoretical maximum amount of product (1.0 means a 100% yield; for example, 0.34 means a 34% yield). The reactants are Cl[C:2]1[CH:7]=[CH:6][C:5]([N+:8]([O-:10])=[O:9])=[CH:4][C:3]=1[Cl:11].[Cl:12][C:13]1[CH:18]=[CH:17][C:16]([OH:19])=[CH:15][CH:14]=1.C(=O)([O-])[O-].[K+].[K+].O. The catalyst is CN(C=O)C. The product is [Cl:11][C:3]1[CH:4]=[C:5]([N+:8]([O-:10])=[O:9])[CH:6]=[CH:7][C:2]=1[O:19][C:16]1[CH:17]=[CH:18][C:13]([Cl:12])=[CH:14][CH:15]=1. The yield is 0.990.